From a dataset of Forward reaction prediction with 1.9M reactions from USPTO patents (1976-2016). Predict the product of the given reaction. (1) Given the reactants Cl[C:2]1[N:3]=[CH:4][C:5]2[CH:10]=[C:9]([C:11]#[N:12])[N:8]([CH:13]3[CH2:17][CH2:16][CH2:15][CH2:14]3)[C:6]=2[N:7]=1.[C:18]([SiH2:22][O:23][C:24]([CH3:33])([CH3:32])[C:25]1[CH:26]=[CH:27][C:28]([NH2:31])=[N:29][CH:30]=1)([CH3:21])([CH3:20])[CH3:19], predict the reaction product. The product is: [C:18]([SiH2:22][O:23][C:24]([CH3:33])([CH3:32])[C:25]1[CH:26]=[CH:27][C:28]([NH:31][C:2]2[N:3]=[CH:4][C:5]3[CH:10]=[C:9]([C:11]#[N:12])[N:8]([CH:13]4[CH2:17][CH2:16][CH2:15][CH2:14]4)[C:6]=3[N:7]=2)=[N:29][CH:30]=1)([CH3:21])([CH3:19])[CH3:20]. (2) Given the reactants [CH3:1][N:2]([CH2:4][C:5]1[C:13]2[O:12][N:11]=[C:10]([CH2:14][CH2:15][CH:16]3[CH2:21][CH2:20][NH:19][CH2:18][CH2:17]3)[C:9]=2[CH:8]=[CH:7][C:6]=1[O:22][CH2:23][CH:24]1[CH2:26][CH2:25]1)[CH3:3].[F:27][C:28]1[N:33]=[C:32]([CH:34]=O)[CH:31]=[CH:30][CH:29]=1.C(O[BH-](OC(=O)C)OC(=O)C)(=O)C.[Na+].C(=O)(O)[O-].[Na+].[OH-].[Na+], predict the reaction product. The product is: [CH3:1][N:2]([CH2:4][C:5]1[C:13]2[O:12][N:11]=[C:10]([CH2:14][CH2:15][CH:16]3[CH2:21][CH2:20][N:19]([CH2:34][C:32]4[CH:31]=[CH:30][CH:29]=[C:28]([F:27])[N:33]=4)[CH2:18][CH2:17]3)[C:9]=2[CH:8]=[CH:7][C:6]=1[O:22][CH2:23][CH:24]1[CH2:25][CH2:26]1)[CH3:3]. (3) Given the reactants [C:1]([O:5][C:6]([NH:8][C:9]1[CH:18]=[CH:17][C:16]([OH:19])=[C:11]([C:12]([O:14]C)=O)[C:10]=1[C:20]([O:22]C)=O)=[O:7])([CH3:4])([CH3:3])[CH3:2].Cl.[NH2:25][CH:26]1[CH2:31][CH2:30][C:29](=[O:32])[NH:28][C:27]1=[O:33], predict the reaction product. The product is: [O:33]=[C:27]1[CH:26]([N:25]2[C:20](=[O:22])[C:10]3[C:11](=[C:16]([OH:19])[CH:17]=[CH:18][C:9]=3[NH:8][C:6](=[O:7])[O:5][C:1]([CH3:2])([CH3:3])[CH3:4])[C:12]2=[O:14])[CH2:31][CH2:30][C:29](=[O:32])[NH:28]1. (4) The product is: [Cl:1][C:2]1[CH:3]=[C:4]([CH2:32][C:33]([O:35][CH2:36][CH3:37])=[O:34])[CH:5]=[CH:6][C:7]=1[N:8]1[C:9](=[O:31])[C:10]2[C:11]([O:28][CH2:29][CH3:30])=[C:12]3[CH:27]=[CH:26][CH:25]=[CH:24][C:13]3=[C:14]([O:18][CH2:19][C:20]([F:22])([F:23])[F:21])[C:15]=2[CH2:16]1.[Cl:38][C:39]1[CH:40]=[C:41]([CH2:69][C:70]([O:72][CH2:73][CH3:74])=[O:71])[CH:42]=[CH:43][C:44]=1[N:45]1[C:53](=[O:54])[C:52]2[C:51]([O:55][CH2:56][C:57]([F:60])([F:59])[F:58])=[C:50]3[CH:61]=[CH:62][CH:63]=[CH:64][C:49]3=[C:48]([O:65][CH2:66][CH3:67])[C:47]=2[CH2:46]1. Given the reactants [Cl:1][C:2]1[CH:3]=[C:4]([CH2:32][C:33]([O:35][CH2:36][CH3:37])=[O:34])[CH:5]=[CH:6][C:7]=1[N:8]1[CH:16](O)[C:15]2[C:14]([O:18][CH2:19][C:20]([F:23])([F:22])[F:21])=[C:13]3[CH:24]=[CH:25][CH:26]=[CH:27][C:12]3=[C:11]([O:28][CH2:29][CH3:30])[C:10]=2[C:9]1=[O:31].[Cl:38][C:39]1[CH:40]=[C:41]([CH2:69][C:70]([O:72][CH2:73][CH3:74])=[O:71])[CH:42]=[CH:43][C:44]=1[N:45]1[C:53](=[O:54])[C:52]2[C:51]([O:55][CH2:56][C:57]([F:60])([F:59])[F:58])=[C:50]3[CH:61]=[CH:62][CH:63]=[CH:64][C:49]3=[C:48]([O:65][CH2:66][CH3:67])[C:47]=2[CH:46]1O.C([SiH](CC)CC)C, predict the reaction product. (5) Given the reactants [CH3:1][C:2]1[CH:3]=[N:4][N:5]([C:7]2[CH:12]=[CH:11][N:10]=[CH:9][C:8]=2[N:13]2[CH2:18][CH2:17][CH:16]([C:19]([OH:21])=O)[CH2:15][CH2:14]2)[CH:6]=1.Cl.[F:23][C@H:24]1[CH2:28][CH2:27][NH:26][CH2:25]1.CN(C(ON1N=NC2C=CC=NC1=2)=[N+](C)C)C.F[P-](F)(F)(F)(F)F.CCN(C(C)C)C(C)C, predict the reaction product. The product is: [F:23][C@H:24]1[CH2:28][CH2:27][N:26]([C:19]([CH:16]2[CH2:15][CH2:14][N:13]([C:8]3[CH:9]=[N:10][CH:11]=[CH:12][C:7]=3[N:5]3[CH:6]=[C:2]([CH3:1])[CH:3]=[N:4]3)[CH2:18][CH2:17]2)=[O:21])[CH2:25]1. (6) Given the reactants Br[C:2]1[CH:3]=[C:4]([NH:10][C@@H:11]2[CH2:16][CH2:15][CH2:14][CH2:13][C@@H:12]2[NH:17][C:18](=[O:24])[O:19][C:20]([CH3:23])([CH3:22])[CH3:21])[CH:5]=[N:6][C:7]=1[C:8]#[N:9].[NH2:25][C:26]1[CH:31]=[C:30]([CH3:32])[CH:29]=[C:28]([CH3:33])[N:27]=1.CC1(C)C2C(=C(P(C3C=CC=CC=3)C3C=CC=CC=3)C=CC=2)OC2C(P(C3C=CC=CC=3)C3C=CC=CC=3)=CC=CC1=2.C(=O)([O-])[O-].[Cs+].[Cs+], predict the reaction product. The product is: [C:8]([C:7]1[N:6]=[CH:5][C:4]([NH:10][C@@H:11]2[CH2:16][CH2:15][CH2:14][CH2:13][C@@H:12]2[NH:17][C:18](=[O:24])[O:19][C:20]([CH3:23])([CH3:22])[CH3:21])=[CH:3][C:2]=1[NH:25][C:26]1[CH:31]=[C:30]([CH3:32])[CH:29]=[C:28]([CH3:33])[N:27]=1)#[N:9]. (7) The product is: [CH2:1]([S:3]([N:6]1[CH2:11][CH2:10][CH:9]([C:12]2[C:20]3[C:15](=[C:16]([C:29]([NH2:31])=[O:30])[CH:17]=[C:18]([C:21]4[CH:26]=[CH:25][CH:24]=[C:23]([CH2:27][NH:35][CH2:34][CH:33]([CH3:36])[CH3:32])[CH:22]=4)[CH:19]=3)[NH:14][CH:13]=2)[CH2:8][CH2:7]1)(=[O:5])=[O:4])[CH3:2]. Given the reactants [CH2:1]([S:3]([N:6]1[CH2:11][CH2:10][CH:9]([C:12]2[C:20]3[C:15](=[C:16]([C:29]([NH2:31])=[O:30])[CH:17]=[C:18]([C:21]4[CH:26]=[CH:25][CH:24]=[C:23]([CH:27]=O)[CH:22]=4)[CH:19]=3)[NH:14][CH:13]=2)[CH2:8][CH2:7]1)(=[O:5])=[O:4])[CH3:2].[CH3:32][CH:33]([CH3:36])[CH2:34][NH2:35].[BH4-].[Na+], predict the reaction product. (8) Given the reactants CO[C:3](=[O:20])[C:4]1[CH:9]=[CH:8][C:7]([CH3:10])=[C:6]([N:11]2[CH:16]=[C:15](Br)[N:14]=[C:13](Br)[C:12]2=[O:19])[CH:5]=1.[C:21]1([CH2:27][O:28][C:29]([N:31]2[CH2:36][CH2:35][CH:34]([C@@H:37]([NH2:44])[C:38]3[CH:43]=[CH:42][CH:41]=[CH:40][CH:39]=3)[CH2:33][CH2:32]2)=[O:30])[CH:26]=[CH:25][CH:24]=[CH:23][CH:22]=1.[CH:45]1([NH2:48])[CH2:47][CH2:46]1.C1([Mg]Br)CCCC1.C([O-])=O.[NH4+], predict the reaction product. The product is: [CH:45]1([NH:48][C:3]([C:4]2[CH:9]=[CH:8][C:7]([CH3:10])=[C:6]([N:11]3[CH:16]=[CH:15][N:14]=[C:13]([NH:44][C@@H:37]([C:38]4[CH:39]=[CH:40][CH:41]=[CH:42][CH:43]=4)[CH:34]4[CH2:33][CH2:32][N:31]([C:29]([O:28][CH2:27][C:21]5[CH:22]=[CH:23][CH:24]=[CH:25][CH:26]=5)=[O:30])[CH2:36][CH2:35]4)[C:12]3=[O:19])[CH:5]=2)=[O:20])[CH2:47][CH2:46]1. (9) Given the reactants [NH2:1][C:2]1[CH:10]=[CH:9][C:5]([C:6]([OH:8])=O)=[CH:4][C:3]=1[O:11][C:12]([F:15])([F:14])[F:13].[NH2:16][CH:17]1[CH2:22][CH2:21][N:20]([CH3:23])[CH2:19][CH2:18]1.C(N(C(C)C)C(C)C)C, predict the reaction product. The product is: [NH2:1][C:2]1[CH:10]=[CH:9][C:5]([C:6]([NH:16][CH:17]2[CH2:22][CH2:21][N:20]([CH3:23])[CH2:19][CH2:18]2)=[O:8])=[CH:4][C:3]=1[O:11][C:12]([F:15])([F:14])[F:13].